From a dataset of Reaction yield outcomes from USPTO patents with 853,638 reactions. Predict the reaction yield, written as a fraction of the theoretical maximum amount of product (1.0 means a 100% yield; for example, 0.34 means a 34% yield). (1) The reactants are ON1C2N=CC=CC=2N=N1.Cl.CN(C)CCCN=C=NCC.[CH:23]1([C:26]([OH:28])=O)[CH2:25][CH2:24]1.[NH2:29][C@@H:30]([CH3:50])[C:31]([N:33]1[CH2:38][CH2:37][CH:36]([CH2:39][CH2:40][C:41]2[C:42]([NH2:49])=[N:43][C:44]([CH3:48])=[N:45][C:46]=2[Cl:47])[CH2:35][CH2:34]1)=[O:32]. The catalyst is C1COCC1.CCOC(C)=O. The product is [NH2:49][C:42]1[C:41]([CH2:40][CH2:39][CH:36]2[CH2:35][CH2:34][N:33]([C:31](=[O:32])[C@@H:30]([NH:29][C:26]([CH:23]3[CH2:25][CH2:24]3)=[O:28])[CH3:50])[CH2:38][CH2:37]2)=[C:46]([Cl:47])[N:45]=[C:44]([CH3:48])[N:43]=1. The yield is 0.780. (2) The reactants are [CH2:1]([N:8]1[CH2:13][CH2:12][CH:11]([OH:14])[CH2:10][CH2:9]1)[C:2]1[CH:7]=[CH:6][CH:5]=[CH:4][CH:3]=1.Cl[C:16]1[CH:21]=[CH:20][N:19]=[CH:18][CH:17]=1. No catalyst specified. The product is [CH2:1]([N:8]1[CH2:13][CH2:12][CH:11]([O:14][C:16]2[CH:21]=[CH:20][N:19]=[CH:18][CH:17]=2)[CH2:10][CH2:9]1)[C:2]1[CH:3]=[CH:4][CH:5]=[CH:6][CH:7]=1. The yield is 0.520. (3) The reactants are Cl.[NH2:2][C@@H:3]([C:6]1[CH:7]=[N:8][CH:9]=[CH:10][CH:11]=1)[CH2:4][OH:5].[OH-].[K+].C1C[O:17][CH2:16]C1.ClC(Cl)(OC(=O)OC(Cl)(Cl)Cl)Cl. The catalyst is O. The product is [N:8]1[CH:9]=[CH:10][CH:11]=[C:6]([C@H:3]2[CH2:4][O:5][C:16](=[O:17])[NH:2]2)[CH:7]=1. The yield is 0.230. (4) The reactants are CO[C:3](=[O:14])[CH2:4][C:5]1[CH:13]=[CH:12][CH:11]=[CH:10][C:6]=1[C:7]([OH:9])=O.[CH2:15]1[C:20]2([CH2:25][CH2:24][NH:23][CH2:22][CH2:21]2)[CH2:19][CH2:18][N:17](C(OC(C)(C)C)=O)[CH2:16]1.COC(=O)CC1C=CC=CC=1C([N:41]1CCC2(CCN(C(OC(C)(C)C)=O)CC2)CC1)=O. The catalyst is N.CO. The product is [CH2:15]1[C:20]2([CH2:25][CH2:24][NH:23][CH2:22][CH2:21]2)[CH2:19][CH2:18][N:17]([C:7]([C:6]2[CH:10]=[CH:11][CH:12]=[CH:13][C:5]=2[CH2:4][C:3]([NH2:41])=[O:14])=[O:9])[CH2:16]1. The yield is 0.370. (5) The reactants are Cl[CH2:2][N:3]1[CH2:7][CH:6]([CH:8]=[C:9]([F:11])[F:10])[CH2:5][C:4]1=[O:12].[Al+3].[Cl-].[Cl-].[Cl-].[Cl:17][C:18]1[CH:23]=[CH:22][N:21]2[N:24]=[C:25]([CH:27]3[CH2:29][CH2:28]3)[CH:26]=[C:20]2[N:19]=1. The catalyst is O1CCOCC1. The product is [Cl:17][C:18]1[CH:23]=[CH:22][N:21]2[N:24]=[C:25]([CH:27]3[CH2:29][CH2:28]3)[C:26]([CH2:2][N:3]3[CH2:7][CH:6]([CH:8]=[C:9]([F:11])[F:10])[CH2:5][C:4]3=[O:12])=[C:20]2[N:19]=1. The yield is 0.690. (6) The reactants are [Cl:1][C:2]1[C:10]([I:11])=[CH:9][C:5]([C:6]([OH:8])=[O:7])=[C:4]([O:12][CH3:13])[CH:3]=1.[CH3:14]O. No catalyst specified. The product is [Cl:1][C:2]1[C:10]([I:11])=[CH:9][C:5]([C:6]([O:8][CH3:14])=[O:7])=[C:4]([O:12][CH3:13])[CH:3]=1. The yield is 0.850. (7) The reactants are [NH2:1][C:2]1[CH:10]=[CH:9][CH:8]=[C:7]2[C:3]=1[C:4]1([C:24]3[C:15](=[CH:16][C:17]4[O:22][CH2:21][CH2:20][O:19][C:18]=4[CH:23]=3)[O:14][CH2:13]1)[C:5](=[O:12])[N:6]2[CH3:11].ClC([O:28][C:29](Cl)(Cl)Cl)=O.[CH2:33]([NH2:39])[CH2:34][CH2:35][CH2:36][CH2:37][CH3:38].C(N(CC)CC)C. The catalyst is O1CCOCC1. The product is [CH2:33]([NH:39][C:29]([NH:1][C:2]1[CH:10]=[CH:9][CH:8]=[C:7]2[C:3]=1[C:4]1([C:24]3[C:15](=[CH:16][C:17]4[O:22][CH2:21][CH2:20][O:19][C:18]=4[CH:23]=3)[O:14][CH2:13]1)[C:5](=[O:12])[N:6]2[CH3:11])=[O:28])[CH2:34][CH2:35][CH2:36][CH2:37][CH3:38]. The yield is 0.640.